From a dataset of Full USPTO retrosynthesis dataset with 1.9M reactions from patents (1976-2016). Predict the reactants needed to synthesize the given product. (1) Given the product [NH2:22][C:4]1[N:3]=[C:2]([F:1])[N:10]=[C:9]2[C:5]=1[N:6]=[C:7]([CH2:11][C:12]1[C:20]([I:21])=[CH:19][C:15]3[O:16][CH2:17][O:18][C:14]=3[CH:13]=1)[N:8]2[CH2:65][CH2:66][CH2:67][CH2:68][C:69](=[O:71])[CH3:70], predict the reactants needed to synthesize it. The reactants are: [F:1][C:2]1[N:10]=[C:9]2[C:5]([N:6]=[C:7]([CH2:11][C:12]3[C:20]([I:21])=[CH:19][C:15]4[O:16][CH2:17][O:18][C:14]=4[CH:13]=3)[NH:8]2)=[C:4]([NH2:22])[N:3]=1.C1C=CC(COC(/N=N/C(OCC2C=CC=CC=2)=O)=O)=CC=1.C1(P(C2C=CC=CC=2)C2C=CC=CC=2)C=CC=CC=1.O[CH2:65][CH2:66][CH2:67][CH2:68][C:69](=[O:71])[CH3:70]. (2) Given the product [C:1]([O:5][C:6]([N:8]([C:13]1[CH:21]=[CH:20][CH:19]=[C:18]2[C:14]=1[CH:15]=[CH:16][N:17]2[CH2:22][C:23]([O:25][C@H:34]([C:36]1[CH:41]=[CH:40][C:39]([O:42][CH:43]([F:44])[F:45])=[C:38]([O:46][CH2:47][CH:48]2[CH2:49][CH2:50]2)[CH:37]=1)[CH2:33][C:32]1[C:31]([Cl:51])=[CH:30][N+:29]([O-:52])=[CH:28][C:27]=1[Cl:26])=[O:24])[S:9]([CH3:12])(=[O:11])=[O:10])=[O:7])([CH3:4])([CH3:2])[CH3:3], predict the reactants needed to synthesize it. The reactants are: [C:1]([O:5][C:6]([N:8]([C:13]1[CH:21]=[CH:20][CH:19]=[C:18]2[C:14]=1[CH:15]=[CH:16][N:17]2[CH2:22][C:23]([OH:25])=[O:24])[S:9]([CH3:12])(=[O:11])=[O:10])=[O:7])([CH3:4])([CH3:3])[CH3:2].[Cl:26][C:27]1[CH:28]=[N+:29]([O-:52])[CH:30]=[C:31]([Cl:51])[C:32]=1[CH2:33][C@@H:34]([C:36]1[CH:41]=[CH:40][C:39]([O:42][CH:43]([F:45])[F:44])=[C:38]([O:46][CH2:47][CH:48]2[CH2:50][CH2:49]2)[CH:37]=1)O.C(Cl)CCl. (3) Given the product [C:12]([NH2:14])(=[O:13])[C:11]1[CH:23]=[CH:24][CH:25]=[CH:9][CH:10]=1, predict the reactants needed to synthesize it. The reactants are: NC1C=CC=CC=1.N[C:9]1[CH:10]=[C:11]([CH:23]=[CH:24][C:25]=1OC)[C:12]([NH:14]C1C=CC(F)=C(F)C=1)=[O:13]. (4) Given the product [S:13]1[CH2:14][CH2:15][N:10]([C:7]2[CH:8]=[CH:9][C:4]([NH2:1])=[CH:5][CH:6]=2)[CH2:11][CH2:12]1, predict the reactants needed to synthesize it. The reactants are: [N+:1]([C:4]1[CH:9]=[CH:8][C:7]([N:10]2[CH2:15][CH2:14][S:13][CH2:12][CH2:11]2)=[CH:6][CH:5]=1)([O-])=O.[H][H]. (5) Given the product [CH3:11][C:12]1[CH:17]=[CH:16][C:15]([S:18]([O:21][CH2:22][C@@H:23]2[CH2:28][O:27][C@@H:26]([CH:29]=[O:30])[CH2:25][O:24]2)(=[O:20])=[O:19])=[CH:14][CH:13]=1, predict the reactants needed to synthesize it. The reactants are: C(Cl)(=O)C(Cl)=O.CS(C)=O.[CH3:11][C:12]1[CH:17]=[CH:16][C:15]([S:18]([O:21][CH2:22][C@@H:23]2[CH2:28][O:27][C@@H:26]([CH2:29][OH:30])[CH2:25][O:24]2)(=[O:20])=[O:19])=[CH:14][CH:13]=1. (6) Given the product [F:24][C:22]1[CH:21]=[C:16]([C:17]([O:19][CH3:20])=[O:18])[C:15]2[C:9](=[O:11])[C:3]3[CH2:4][CH2:5][CH2:6][CH2:7][CH2:8][C:2]=3[NH:13][C:14]=2[CH:23]=1, predict the reactants needed to synthesize it. The reactants are: O=[C:2]1[CH2:8][CH2:7][CH2:6][CH2:5][CH2:4][CH:3]1[C:9]([O:11]C)=O.[NH2:13][C:14]1[CH:15]=[C:16]([CH:21]=[C:22]([F:24])[CH:23]=1)[C:17]([O:19][CH3:20])=[O:18].O1CCOCC1. (7) Given the product [OH:1][C:2]1[CH:3]=[C:4]([CH:9]=[C:10]([O:12][CH2:23][O:24][CH3:25])[CH:11]=1)[C:5]([O:7][CH3:8])=[O:6], predict the reactants needed to synthesize it. The reactants are: [OH:1][C:2]1[CH:3]=[C:4]([CH:9]=[C:10]([OH:12])[CH:11]=1)[C:5]([O:7][CH3:8])=[O:6].C(N(CC)C(C)C)(C)C.Cl[CH2:23][O:24][CH3:25]. (8) Given the product [CH3:13][NH:12][S:9]([C:5]1[CH:6]=[N:7][CH:8]=[C:3]([CH:4]=1)[C:1](=[NH:2])[O:14][CH2:15][CH3:16])(=[O:11])=[O:10], predict the reactants needed to synthesize it. The reactants are: [C:1]([C:3]1[CH:4]=[C:5]([S:9]([NH:12][CH3:13])(=[O:11])=[O:10])[CH:6]=[N:7][CH:8]=1)#[N:2].[O-:14][CH2:15][CH3:16].[Na+]. (9) Given the product [CH3:3][CH2:4][CH2:5][CH:6]([CH3:8])[CH3:7].[CH2:38]([O:39][C:40](=[O:41])[C:18]1[CH:17]=[CH:16][CH:15]=[C:14]([N:9]2[C:10]([CH3:13])=[CH:11][CH:12]=[C:8]2[C:6]2[CH:7]=[C:2]([Br:1])[CH:3]=[CH:4][C:5]=2[O:21][CH2:22][C:23]2[CH:28]=[CH:27][C:26]([F:29])=[CH:25][CH:24]=2)[N:19]=1)[CH3:37], predict the reactants needed to synthesize it. The reactants are: [Br:1][C:2]1[CH:3]=[CH:4][C:5]([O:21][CH2:22][C:23]2[CH:28]=[CH:27][C:26]([F:29])=[CH:25][CH:24]=2)=[C:6]([C:8]2[N:9]([C:14]3[N:19]=[C:18](Br)[CH:17]=[CH:16][CH:15]=3)[C:10]([CH3:13])=[CH:11][CH:12]=2)[CH:7]=1.C(N(CC)CC)C.[CH3:37][CH2:38][O:39][C:40](C)=[O:41]. (10) Given the product [NH2:1][C@@H:2]([CH2:6][CH:7]1[CH2:11][CH2:10][CH2:9][CH2:14][C:8]1=[O:12])[C:3]([OH:5])=[O:4], predict the reactants needed to synthesize it. The reactants are: [NH2:1][C@@H:2]([CH2:6][CH:7]1[CH2:11][CH2:10][CH2:9][C:8]1=[O:12])[C:3]([OH:5])=[O:4].O=[C:14]1CCCC1CC1NC(=O)NC1=O.